Dataset: Experimentally validated miRNA-target interactions with 360,000+ pairs, plus equal number of negative samples. Task: Binary Classification. Given a miRNA mature sequence and a target amino acid sequence, predict their likelihood of interaction. (1) The miRNA is hsa-miR-766-3p with sequence ACUCCAGCCCCACAGCCUCAGC. The protein sequence of the target gene is MALRGPAGLGPGSRRPLDEAVAGAEGREAPALVAAGGAPEDDEEDDGRGRGLLRWDSFSAWLHCVCVVGFDLELGQAVEVIYPQHSKLTDREKTNICYLSFPDSNSGCLGDTQFCFRFRQSSGRRVSLHCLLDQFDKDLPVYLKKDPAYFYGYVYFRQVRDKTLKRGYFQKSLVLISKLPYIHFFHTVLKQIAPEYFEKNEPYLEAACNDVDRWPAPVPGKTLHLPIMGVVMKVRIPTCHDKPGTTQIVQLTQQVDTNISVILPTVHEVDIFRCFCPVFLHSQMLWELVLLGEPLVVMAP.... Result: 0 (no interaction). (2) The miRNA is hsa-miR-320e with sequence AAAGCUGGGUUGAGAAGG. The protein sequence of the target gene is MQAIKCVVVGDGAVGKTCLLISYTTNAFPGEYIPTVFDNYSANVMVDSKPVNLGLWDTAGQEDYDRLRPLSYPQTDVFLICFSLVSPASYENVRAKWFPEVRHHCPSTPIILVGTKLDLRDDKDTIEKLKEKKLAPITYPQGLALAKEIDSVKYLECSALTQRGLKTVFDEAIRAVLCPQPTRQQKRACSLL. Result: 0 (no interaction). (3) The miRNA is mmu-miR-24-2-5p with sequence GUGCCUACUGAGCUGAAACAGU. The protein sequence of the target gene is MASDSGGPGVLSASERDRQYCELCGKMENLLRCGRCRSSFYCCKEHQRQDWKKHKLVCQGGEAPRAQPAPAQPRVAPPPGGAPGAARAGGAARRGDSAAASRVPGPEDAAQARSGPGPAEPGSEDPPLSRSPGPERASLCPAGGGPGEALSPGGGLRPNGQTKPLPALKLALEYIVPCMNKHGICVVDDFLGRETGQQIGDEVRALHDTGKFTDGQLVSQKSDSSKDIRGDQITWIEGKEPGCETIGLLMSSMDDLIRHCSGKLGNYRINGRTKAMVACYPGNGTGYVRHVDNPNGDGRC.... Result: 0 (no interaction). (4) The miRNA is hsa-miR-370-5p with sequence CAGGUCACGUCUCUGCAGUUAC. The protein sequence of the target gene is MAVPETRPNHTIYINNLNEKIKKDELKKSLYAIFSQFGQILDILVSRSLKMRGQAFVIFKEVSSATNALRSMQGFPFYDKPMRIQYAKTDSDIIAKMKGTFVERDRKREKRKPKSQETPATKKAVQGGGATPVVGAVQGPVPGMPPMTQAPRIMHHMPGQPPYMPPPGMIPPPGLAPGQIPPGAMPPQQLMPGQMPPAQPLSENPPNHILFLTNLPEETNELMLSMLFNQFPGFKEVRLVPGRHDIAFVEFDNEVQAGAARDALQGFKITQNNAMKISFAKK. Result: 0 (no interaction).